This data is from Forward reaction prediction with 1.9M reactions from USPTO patents (1976-2016). The task is: Predict the product of the given reaction. (1) Given the reactants [C:1]([O:4][C:5]1[CH:15]=[CH:14][CH:13]=[CH:12][C:6]=1[C:7]([O:9][CH2:10]Cl)=[O:8])(=[O:3])[CH3:2].[N+:16]([O:19][CH:20]([CH2:27][O:28][N+:29]([O-:31])=[O:30])[CH2:21][CH2:22][CH2:23][C:24]([OH:26])=[O:25])([O-:18])=[O:17].CCN(CC)CC, predict the reaction product. The product is: [C:1]([O:4][C:5]1[CH:15]=[CH:14][CH:13]=[CH:12][C:6]=1[C:7]([O:9][CH2:10][O:26][C:24](=[O:25])[CH2:23][CH2:22][CH2:21][CH:20]([O:19][N+:16]([O-:18])=[O:17])[CH2:27][O:28][N+:29]([O-:31])=[O:30])=[O:8])(=[O:3])[CH3:2]. (2) The product is: [CH2:29]([S:28][C:25]1[N:27]=[C:4]([CH2:5][NH:6][C:7](=[O:13])[O:8][C:9]([CH3:12])([CH3:11])[CH3:10])[CH:3]=[C:2]([C:14]2[CH:19]=[CH:18][C:17]([C:20]([F:23])([F:22])[F:21])=[CH:16][CH:15]=2)[N:26]=1)[C:30]1[CH:35]=[CH:34][CH:33]=[CH:32][CH:31]=1. Given the reactants O=[C:2]([C:14]1[CH:19]=[CH:18][C:17]([C:20]([F:23])([F:22])[F:21])=[CH:16][CH:15]=1)[C:3]#[C:4][CH2:5][NH:6][C:7](=[O:13])[O:8][C:9]([CH3:12])([CH3:11])[CH3:10].Cl.[C:25]([S:28][CH2:29][C:30]1[CH:35]=[CH:34][CH:33]=[CH:32][CH:31]=1)(=[NH:27])[NH2:26].C(=O)([O-])[O-].[K+].[K+], predict the reaction product. (3) Given the reactants [Br:1][C:2]1[CH:3]=[C:4]2[C:9](=[CH:10][CH:11]=1)[N:8]=[N:7][CH:6]=[C:5]2Cl.[CH2:13]([N:20]1[CH2:25][CH2:24][NH:23][CH2:22][CH2:21]1)[C:14]1[CH:19]=[CH:18][CH:17]=[CH:16][CH:15]=1.CCN(C(C)C)C(C)C, predict the reaction product. The product is: [CH2:13]([N:20]1[CH2:25][CH2:24][N:23]([C:5]2[C:4]3[C:9](=[CH:10][CH:11]=[C:2]([Br:1])[CH:3]=3)[N:8]=[N:7][CH:6]=2)[CH2:22][CH2:21]1)[C:14]1[CH:15]=[CH:16][CH:17]=[CH:18][CH:19]=1. (4) Given the reactants [Cl:1][C:2]1[CH:3]=[C:4]2[C:12](=[C:13]([NH:15][C:16]([CH:18]3[CH2:23][O:22][C:21]([CH3:25])([CH3:24])[CH2:20][N:19]3[CH2:26][CH:27]([NH2:29])[CH3:28])=[O:17])[CH:14]=1)[NH:11][C:10]1[CH:9]=[N:8][CH:7]=[CH:6][C:5]2=1.C(N(CC)CC)C.[F:37][C:38]([F:49])([F:48])[C:39](O[C:39](=[O:40])[C:38]([F:49])([F:48])[F:37])=[O:40].C([O-])(=O)C.[NH4+], predict the reaction product. The product is: [Cl:1][C:2]1[CH:3]=[C:4]2[C:12](=[C:13]([NH:15][C:16]([CH:18]3[CH2:23][O:22][C:21]([CH3:24])([CH3:25])[CH2:20][N:19]3[CH2:26][CH:27]([NH:29][C:39](=[O:40])[C:38]([F:49])([F:48])[F:37])[CH3:28])=[O:17])[CH:14]=1)[NH:11][C:10]1[CH:9]=[N:8][CH:7]=[CH:6][C:5]2=1. (5) Given the reactants [CH3:1][N:2]1[C:6]2[CH:7]=[CH:8][C:9]([C:11]3[CH:12]=[N:13][CH:14]=[C:15]4[C:20]=3[N:19]=[C:18]([CH2:21]O)[CH:17]=[CH:16]4)=[CH:10][C:5]=2[CH2:4][S:3]1(=[O:24])=[O:23].C([N:27](CC)CC)C.CS(Cl)(=O)=O.N.CO, predict the reaction product. The product is: [CH3:1][N:2]1[C:6]2[CH:7]=[CH:8][C:9]([C:11]3[CH:12]=[N:13][CH:14]=[C:15]4[C:20]=3[N:19]=[C:18]([CH2:21][NH2:27])[CH:17]=[CH:16]4)=[CH:10][C:5]=2[CH2:4][S:3]1(=[O:24])=[O:23]. (6) Given the reactants [N:1]1[CH:6]=[CH:5][CH:4]=[C:3]([O:7][C:8]2[CH:14]=[CH:13][C:12]([C:15]([F:18])([F:17])[F:16])=[CH:11][C:9]=2[NH2:10])[CH:2]=1.N1C=CC=CC=1.Cl[C:26]([O:28][C:29]1[CH:34]=[CH:33][CH:32]=[CH:31][CH:30]=1)=[O:27], predict the reaction product. The product is: [N:1]1[CH:6]=[CH:5][CH:4]=[C:3]([O:7][C:8]2[CH:14]=[CH:13][C:12]([C:15]([F:17])([F:16])[F:18])=[CH:11][C:9]=2[NH:10][C:26](=[O:27])[O:28][C:29]2[CH:34]=[CH:33][CH:32]=[CH:31][CH:30]=2)[CH:2]=1. (7) Given the reactants C1C=CC(P(C2C(C3C(P(C4C=CC=CC=4)C4C=CC=CC=4)=CC=C4C=3C=CC=C4)=C3C(C=CC=C3)=CC=2)C2C=CC=CC=2)=CC=1.C(=O)([O-])[O-].[Cs+].[Cs+].[CH2:53]([N:60]1[C:64]2=[C:65]([N+:79]([O-:81])=[O:80])[C:66](OS(C(F)(F)F)(=O)=O)=[C:67]([CH3:70])[C:68](=[O:69])[N:63]2[CH2:62][CH2:61]1)[C:54]1[CH:59]=[CH:58][CH:57]=[CH:56][CH:55]=1.[Br:82][C:83]1[CH:88]=[CH:87][C:86]([NH2:89])=[C:85]([F:90])[CH:84]=1, predict the reaction product. The product is: [CH2:53]([N:60]1[C:64]2=[C:65]([N+:79]([O-:81])=[O:80])[C:66]([NH:89][C:86]3[CH:87]=[CH:88][C:83]([Br:82])=[CH:84][C:85]=3[F:90])=[C:67]([CH3:70])[C:68](=[O:69])[N:63]2[CH2:62][CH2:61]1)[C:54]1[CH:55]=[CH:56][CH:57]=[CH:58][CH:59]=1.